From a dataset of Peptide-MHC class II binding affinity with 134,281 pairs from IEDB. Regression. Given a peptide amino acid sequence and an MHC pseudo amino acid sequence, predict their binding affinity value. This is MHC class II binding data. (1) The peptide sequence is RSKFLLMDALKLSIED. The MHC is DRB5_0101 with pseudo-sequence DRB5_0101. The binding affinity (normalized) is 0.744. (2) The peptide sequence is EELRSLYNTVATLYCVH. The MHC is DRB1_0101 with pseudo-sequence DRB1_0101. The binding affinity (normalized) is 0.680. (3) The peptide sequence is GELQIVDKIDAASKI. The MHC is DRB1_0101 with pseudo-sequence DRB1_0101. The binding affinity (normalized) is 0.704. (4) The peptide sequence is NAGFKAALAAAAGVP. The MHC is DRB1_0101 with pseudo-sequence DRB1_0101. The binding affinity (normalized) is 0.936. (5) The peptide sequence is GVLACAIATHAKIRD. The MHC is HLA-DQA10101-DQB10501 with pseudo-sequence HLA-DQA10101-DQB10501. The binding affinity (normalized) is 0.226. (6) The peptide sequence is YVDRFFKTLRAEQATQDV. The MHC is DRB4_0101 with pseudo-sequence DRB4_0103. The binding affinity (normalized) is 0.509. (7) The peptide sequence is EKKYFAATQFEPYAA. The MHC is DRB1_0701 with pseudo-sequence DRB1_0701. The binding affinity (normalized) is 0.680. (8) The peptide sequence is KPTGAGPKDNGGACG. The MHC is DRB4_0101 with pseudo-sequence DRB4_0103. The binding affinity (normalized) is 0. (9) The binding affinity (normalized) is 0.344. The MHC is DRB1_0701 with pseudo-sequence DRB1_0701. The peptide sequence is KTRRFLPQILAECAR. (10) The peptide sequence is LAERSAAAAKAPPAA. The MHC is H-2-IAd with pseudo-sequence H-2-IAd. The binding affinity (normalized) is 0.559.